Dataset: Catalyst prediction with 721,799 reactions and 888 catalyst types from USPTO. Task: Predict which catalyst facilitates the given reaction. (1) Reactant: Br[CH:2]([C:10]1[CH:15]=[CH:14][CH:13]=[CH:12][C:11]=1[N+:16]([O-:18])=[O:17])[C:3]([O:5][C:6]([CH3:9])([CH3:8])[CH3:7])=[O:4].[NH2:19][CH2:20][CH2:21][CH2:22][C:23]([OH:25])=[O:24].[C:26](=[O:29])([O-])[O-:27].[K+].[K+].[OH2:32]. Product: [C:6]([O:5][C:3](=[O:4])[CH:2]([NH:19][CH2:20][CH2:21][CH2:22][C:23]([O:25][CH:2]([C:10]1[CH:15]=[CH:14][CH:13]=[CH:12][C:11]=1[N+:16]([O-:17])=[O:32])[C:26]([O:27][C:6]([CH3:9])([CH3:8])[CH3:7])=[O:29])=[O:24])[C:10]1[CH:15]=[CH:14][CH:13]=[CH:12][C:11]=1[N+:16]([O-:18])=[O:17])([CH3:9])([CH3:8])[CH3:7]. The catalyst class is: 3. (2) Reactant: [CH3:1][C@@H:2]1[CH2:6][CH2:5][CH2:4][N:3]1[CH2:7][CH2:8][C:9]1[CH:14]=[CH:13][C:12]([C:15]2[CH:20]=[CH:19][C:18]([CH2:21][CH2:22][C:23](O)=[O:24])=[CH:17][CH:16]=2)=[CH:11][CH:10]=1.[NH:26]1[CH2:31][CH2:30][CH:29]([C:32]([O:34][CH2:35][CH3:36])=[O:33])[CH2:28][CH2:27]1.CN(C(ON1N=NC2C=CC=NC1=2)=[N+](C)C)C.F[P-](F)(F)(F)(F)F.Cl. Product: [CH3:1][C@@H:2]1[CH2:6][CH2:5][CH2:4][N:3]1[CH2:7][CH2:8][C:9]1[CH:14]=[CH:13][C:12]([C:15]2[CH:16]=[CH:17][C:18]([CH2:21][CH2:22][C:23]([N:26]3[CH2:31][CH2:30][CH:29]([C:32]([O:34][CH2:35][CH3:36])=[O:33])[CH2:28][CH2:27]3)=[O:24])=[CH:19][CH:20]=2)=[CH:11][CH:10]=1. The catalyst class is: 3. (3) Reactant: [O:1]1CCO[C:2]21[CH2:10][CH:9]1[CH2:11][CH2:12][CH:6]2[CH2:7][C:8]1=[O:13].C(C1C=C(C)C(C(C)(C)C)=CN=1)(C)(C)C.[F:29][C:30]([F:43])([F:42])[S:31](O[S:31]([C:30]([F:43])([F:42])[F:29])(=[O:33])=[O:32])(=[O:33])=[O:32]. Product: [O:13]=[C:8]1[CH2:7][C@H:6]2[CH2:12][CH2:11][C@@H:9]1[CH:10]=[C:2]2[O:1][S:31]([C:30]([F:43])([F:42])[F:29])(=[O:33])=[O:32]. The catalyst class is: 2. (4) Reactant: [CH3:1][C:2]1[CH:7]=[C:6]([CH3:8])[CH:5]=[C:4]([CH3:9])[C:3]=1[CH2:10][C:11]#[N:12].[CH:13](OCC)=[O:14].[O-]CC.[Na+].O. Product: [OH:14][CH:13]=[C:10]([C:3]1[C:4]([CH3:9])=[CH:5][C:6]([CH3:8])=[CH:7][C:2]=1[CH3:1])[C:11]#[N:12]. The catalyst class is: 8. (5) Reactant: Cl.[N:2]1[CH:7]=[CH:6][C:5]([C:8]2[CH:16]=[CH:15][C:11]([C:12]([OH:14])=O)=[CH:10][CH:9]=2)=[CH:4][CH:3]=1.[N:17]1([C:23]([O:25][C:26]([CH3:29])([CH3:28])[CH3:27])=[O:24])[CH2:22][CH2:21][NH:20][CH2:19][CH2:18]1.ON1C2C=CC=CC=2N=N1.CN1CCOCC1.Cl.CN(C)CCCN=C=NCC. Product: [C:26]([O:25][C:23]([N:17]1[CH2:22][CH2:21][N:20]([C:12](=[O:14])[C:11]2[CH:10]=[CH:9][C:8]([C:5]3[CH:4]=[CH:3][N:2]=[CH:7][CH:6]=3)=[CH:16][CH:15]=2)[CH2:19][CH2:18]1)=[O:24])([CH3:29])([CH3:27])[CH3:28]. The catalyst class is: 9. (6) The catalyst class is: 4. Product: [Cl:1][C:2]1[C:9]([CH3:10])=[C:8]([N:11]2[CH2:15][CH:14]3[C@H:16]([F:27])[CH2:17][CH2:18][N:13]3[C:12]2=[O:20])[CH:7]=[CH:6][C:3]=1[C:4]#[N:5]. Reactant: [Cl:1][C:2]1[C:9]([CH3:10])=[C:8]([N:11]2[CH2:15][C@H:14]3[C@@H:16](O)[CH2:17][CH2:18][N:13]3[C:12]2=[O:20])[CH:7]=[CH:6][C:3]=1[C:4]#[N:5].CCN(S(F)(F)[F:27])CC.